This data is from NCI-60 drug combinations with 297,098 pairs across 59 cell lines. The task is: Regression. Given two drug SMILES strings and cell line genomic features, predict the synergy score measuring deviation from expected non-interaction effect. (1) Drug 1: C1=CN(C=N1)CC(O)(P(=O)(O)O)P(=O)(O)O. Drug 2: CC1C(C(CC(O1)OC2CC(OC(C2O)C)OC3=CC4=CC5=C(C(=O)C(C(C5)C(C(=O)C(C(C)O)O)OC)OC6CC(C(C(O6)C)O)OC7CC(C(C(O7)C)O)OC8CC(C(C(O8)C)O)(C)O)C(=C4C(=C3C)O)O)O)O. Cell line: T-47D. Synergy scores: CSS=14.7, Synergy_ZIP=0.399, Synergy_Bliss=0.0858, Synergy_Loewe=-25.9, Synergy_HSA=-2.74. (2) Drug 1: C1CCN(CC1)CCOC2=CC=C(C=C2)C(=O)C3=C(SC4=C3C=CC(=C4)O)C5=CC=C(C=C5)O. Drug 2: CCN(CC)CCCC(C)NC1=C2C=C(C=CC2=NC3=C1C=CC(=C3)Cl)OC. Cell line: HL-60(TB). Synergy scores: CSS=45.3, Synergy_ZIP=9.67, Synergy_Bliss=16.8, Synergy_Loewe=7.22, Synergy_HSA=8.89. (3) Drug 1: C1CCC(C1)C(CC#N)N2C=C(C=N2)C3=C4C=CNC4=NC=N3. Drug 2: C1CN(CCN1C(=O)CCBr)C(=O)CCBr. Cell line: NCI/ADR-RES. Synergy scores: CSS=15.3, Synergy_ZIP=-2.06, Synergy_Bliss=2.30, Synergy_Loewe=-2.51, Synergy_HSA=2.05. (4) Cell line: UACC-257. Drug 1: CC1=CC2C(CCC3(C2CCC3(C(=O)C)OC(=O)C)C)C4(C1=CC(=O)CC4)C. Drug 2: C1C(C(OC1N2C=C(C(=O)NC2=O)F)CO)O. Synergy scores: CSS=12.8, Synergy_ZIP=-4.96, Synergy_Bliss=-8.51, Synergy_Loewe=-29.4, Synergy_HSA=-10.9.